This data is from Reaction yield outcomes from USPTO patents with 853,638 reactions. The task is: Predict the reaction yield, written as a fraction of the theoretical maximum amount of product (1.0 means a 100% yield; for example, 0.34 means a 34% yield). The reactants are [S:1]1[CH:5]=[CH:4][CH:3]=[C:2]1[S:6]([NH:9][C:10]1[CH:11]=[CH:12][C:13]([CH3:24])=[C:14]2[C:18]=1[NH:17][C:16]([C:19]([O:21][CH2:22][CH3:23])=[O:20])=[CH:15]2)(=[O:8])=[O:7].C(=O)([O-])[O-].[K+].[K+].[CH2:31](I)[CH3:32]. The catalyst is CN(C)C=O.C(OCC)(=O)C. The product is [CH2:31]([N:9]([S:6]([C:2]1[S:1][CH:5]=[CH:4][CH:3]=1)(=[O:7])=[O:8])[C:10]1[CH:11]=[CH:12][C:13]([CH3:24])=[C:14]2[C:18]=1[NH:17][C:16]([C:19]([O:21][CH2:22][CH3:23])=[O:20])=[CH:15]2)[CH3:32]. The yield is 0.700.